Dataset: Forward reaction prediction with 1.9M reactions from USPTO patents (1976-2016). Task: Predict the product of the given reaction. (1) Given the reactants [CH2:1]([CH:4]1[O:9][C:8]2[CH:10]=[CH:11][CH:12]=[CH:13][C:7]=2[N:6]([C:14]2[CH:19]=[CH:18][CH:17]=[CH:16][CH:15]=2)[S:5]1(=[O:21])=[O:20])[CH:2]=[CH2:3].C12BC(CCC1)CCC2.[O:31]1CCCC1, predict the reaction product. The product is: [O:21]=[S:5]1(=[O:20])[CH:4]([CH2:1][CH2:2][CH2:3][OH:31])[O:9][C:8]2[CH:10]=[CH:11][CH:12]=[CH:13][C:7]=2[N:6]1[C:14]1[CH:19]=[CH:18][CH:17]=[CH:16][CH:15]=1. (2) Given the reactants C([O:3][C:4](=[O:22])[C:5]1[CH:10]=[C:9]([C:11]2[C:20]3[C:15](=[CH:16][CH:17]=[C:18]([Br:21])[CH:19]=3)[N:14]=[CH:13][N:12]=2)[CH:8]=[N:7][CH:6]=1)C.O[Li].O, predict the reaction product. The product is: [Br:21][C:18]1[CH:19]=[C:20]2[C:15](=[CH:16][CH:17]=1)[N:14]=[CH:13][N:12]=[C:11]2[C:9]1[CH:8]=[N:7][CH:6]=[C:5]([CH:10]=1)[C:4]([OH:22])=[O:3]. (3) Given the reactants Br[C:2]1[CH:11]=[CH:10][C:9]([Cl:12])=[CH:8][C:3]=1[C:4]([O:6][CH3:7])=[O:5].C(O)(C(F)(F)F)=O.[C:20]([Si:22]([CH3:25])([CH3:24])[CH3:23])#[CH:21], predict the reaction product. The product is: [Cl:12][C:9]1[CH:10]=[CH:11][C:2]([C:21]#[C:20][Si:22]([CH3:25])([CH3:24])[CH3:23])=[C:3]([CH:8]=1)[C:4]([O:6][CH3:7])=[O:5]. (4) Given the reactants F[C:2]1[C:3]([N+:14]([O-:16])=[O:15])=[C:4]([N:8]2[CH2:13][CH2:12][CH2:11][CH2:10][CH2:9]2)[CH:5]=[CH:6][CH:7]=1.CN(C=O)C.[N-:22]=[N+:23]=[N-:24].[Na+], predict the reaction product. The product is: [N:22]([C:6]1[CH:7]=[CH:2][C:3]([N+:14]([O-:16])=[O:15])=[C:4]([N:8]2[CH2:13][CH2:12][CH2:11][CH2:10][CH2:9]2)[CH:5]=1)=[N+:23]=[N-:24]. (5) Given the reactants [CH2:1]([O:8][C:9]([NH:11][C@@H:12]([CH2:18][CH2:19][C:20]1[NH:24][N:23]=[N:22][N:21]=1)[C:13]([O:15]CC)=[O:14])=[O:10])[C:2]1[CH:7]=[CH:6][CH:5]=[CH:4][CH:3]=1.[OH-].[Li+].O, predict the reaction product. The product is: [CH2:1]([O:8][C:9]([NH:11][C@@H:12]([CH2:18][CH2:19][C:20]1[NH:24][N:23]=[N:22][N:21]=1)[C:13]([OH:15])=[O:14])=[O:10])[C:2]1[CH:7]=[CH:6][CH:5]=[CH:4][CH:3]=1. (6) Given the reactants [CH2:1]([O:3][C:4]([N:6]1[CH2:11][CH2:10][N:9]([CH2:12][C:13]2[CH:17]=[C:16]([Sn](CCCC)(CCCC)CCCC)[O:15][N:14]=2)[CH2:8][CH2:7]1)=[O:5])[CH3:2].I[C:32]1[CH:33]=[C:34]([CH3:38])[CH:35]=[CH:36][CH:37]=1, predict the reaction product. The product is: [CH2:1]([O:3][C:4]([N:6]1[CH2:7][CH2:8][N:9]([CH2:12][C:13]2[CH:17]=[C:16]([C:32]3[CH:33]=[C:34]([CH3:38])[CH:35]=[CH:36][CH:37]=3)[O:15][N:14]=2)[CH2:10][CH2:11]1)=[O:5])[CH3:2]. (7) Given the reactants [CH2:1]([N:8]1[CH2:14][CH2:13][CH2:12][C:11]([CH2:21][C:22](OCC)=[O:23])([CH2:15][C:16](OCC)=[O:17])[CH2:10][CH2:9]1)[C:2]1[CH:7]=[CH:6][CH:5]=[CH:4][CH:3]=1.[H-].[H-].[H-].[H-].[Li+].[Al+3], predict the reaction product. The product is: [CH2:1]([N:8]1[CH2:14][CH2:13][CH2:12][C:11]([CH2:15][CH2:16][OH:17])([CH2:21][CH2:22][OH:23])[CH2:10][CH2:9]1)[C:2]1[CH:3]=[CH:4][CH:5]=[CH:6][CH:7]=1. (8) Given the reactants [N:1]1([C:7]2[CH:17]=[C:16]([N+:18]([O-])=O)[CH:15]=[CH:14][C:8]=2[C:9]([O:11][CH2:12][CH3:13])=[O:10])[CH2:6][CH2:5][O:4][CH2:3][CH2:2]1.[Cl-].[NH4+], predict the reaction product. The product is: [NH2:18][C:16]1[CH:15]=[CH:14][C:8]([C:9]([O:11][CH2:12][CH3:13])=[O:10])=[C:7]([N:1]2[CH2:2][CH2:3][O:4][CH2:5][CH2:6]2)[CH:17]=1. (9) Given the reactants [Cl:1][C:2]1[CH:3]=[C:4]([C:13]([N:15]([CH:19]2[CH2:23][CH2:22][CH2:21][CH2:20]2)[CH2:16][CH:17]=[CH2:18])=[O:14])[CH:5]=[C:6]([O:8][CH2:9][CH2:10][CH2:11][OH:12])[CH:7]=1.O[N:25]1[C:29](=[O:30])[C:28]2=[CH:31][CH:32]=[CH:33][CH:34]=[C:27]2[C:26]1=[O:35].C1(P(C2C=CC=CC=2)C2C=CC=CC=2)C=CC=CC=1.CCOC(/N=N/C(OCC)=O)=O, predict the reaction product. The product is: [O:35]=[C:26]1[C:27]2[C:28](=[CH:31][CH:32]=[CH:33][CH:34]=2)[C:29](=[O:30])[N:25]1[O:12][CH2:11][CH2:10][CH2:9][O:8][C:6]1[CH:7]=[C:2]([Cl:1])[CH:3]=[C:4]([C:13]([N:15]([CH:19]2[CH2:20][CH2:21][CH2:22][CH2:23]2)[CH2:16][CH:17]=[CH2:18])=[O:14])[CH:5]=1. (10) Given the reactants [Br:1][C:2]1[CH:6]=[C:5]([C@@H:7]([NH:10]S(C(C)(C)C)=O)[CH2:8][CH3:9])[O:4][N:3]=1.[ClH:17].O1CCOCC1, predict the reaction product. The product is: [ClH:17].[Br:1][C:2]1[CH:6]=[C:5]([C@@H:7]([NH2:10])[CH2:8][CH3:9])[O:4][N:3]=1.